The task is: Regression. Given two drug SMILES strings and cell line genomic features, predict the synergy score measuring deviation from expected non-interaction effect.. This data is from NCI-60 drug combinations with 297,098 pairs across 59 cell lines. Drug 1: CC1=C2C(C(=O)C3(C(CC4C(C3C(C(C2(C)C)(CC1OC(=O)C(C(C5=CC=CC=C5)NC(=O)OC(C)(C)C)O)O)OC(=O)C6=CC=CC=C6)(CO4)OC(=O)C)OC)C)OC. Drug 2: CC1OCC2C(O1)C(C(C(O2)OC3C4COC(=O)C4C(C5=CC6=C(C=C35)OCO6)C7=CC(=C(C(=C7)OC)O)OC)O)O. Cell line: MOLT-4. Synergy scores: CSS=94.6, Synergy_ZIP=3.00, Synergy_Bliss=2.83, Synergy_Loewe=1.46, Synergy_HSA=4.52.